This data is from Full USPTO retrosynthesis dataset with 1.9M reactions from patents (1976-2016). The task is: Predict the reactants needed to synthesize the given product. (1) Given the product [C:1]([C:3]1[CH:11]=[CH:10][C:6]([C:7]([NH:45][C:43]2[CH:42]=[CH:41][N:40]=[C:39]([O:38][CH3:37])[CH:44]=2)=[O:9])=[C:5]([F:12])[CH:4]=1)#[N:2], predict the reactants needed to synthesize it. The reactants are: [C:1]([C:3]1[CH:11]=[CH:10][C:6]([C:7]([OH:9])=O)=[C:5]([F:12])[CH:4]=1)#[N:2].CN(C(ON1N=NC2C=CC=NC1=2)=[N+](C)C)C.F[P-](F)(F)(F)(F)F.[CH3:37][O:38][C:39]1[CH:44]=[C:43]([NH2:45])[CH:42]=[CH:41][N:40]=1.CCN(CC)CC. (2) Given the product [NH:10]1[C:14]2[CH:15]=[CH:16][CH:17]=[CH:18][C:13]=2[N:12]=[C:11]1[CH2:19][N:20]([CH2:31][C:32]1[CH:33]=[CH:34][C:35]([CH2:36][NH:37][S:38]([C:41]2[CH:42]=[CH:43][CH:44]=[CH:45][CH:46]=2)(=[O:40])=[O:39])=[CH:47][CH:48]=1)[CH:21]1[C:30]2[N:29]=[CH:28][CH:27]=[CH:26][C:25]=2[CH2:24][CH2:23][CH2:22]1, predict the reactants needed to synthesize it. The reactants are: C1(S([N:10]2[C:14]3[CH:15]=[CH:16][CH:17]=[CH:18][C:13]=3[N:12]=[C:11]2[CH2:19][N:20]([CH2:31][C:32]2[CH:48]=[CH:47][C:35]([CH2:36][NH:37][S:38]([C:41]3[CH:46]=[CH:45][CH:44]=[CH:43][CH:42]=3)(=[O:40])=[O:39])=[CH:34][CH:33]=2)[CH:21]2[C:30]3[N:29]=[CH:28][CH:27]=[CH:26][C:25]=3[CH2:24][CH2:23][CH2:22]2)(=O)=O)C=CC=CC=1.C(OCC)C. (3) Given the product [CH:17]1([N:14]2[CH2:15][CH2:16][C:10]3[S:9][C:8]([C:5]4[CH:6]=[N:7][C:2]([N:22]5[CH2:27][CH2:26][O:25][CH2:24][CH2:23]5)=[CH:3][CH:4]=4)=[N:21][C:11]=3[CH2:12][CH2:13]2)[CH2:20][CH2:19][CH2:18]1, predict the reactants needed to synthesize it. The reactants are: Cl[C:2]1[N:7]=[CH:6][C:5]([C:8]2[S:9][C:10]3[CH2:16][CH2:15][N:14]([CH:17]4[CH2:20][CH2:19][CH2:18]4)[CH2:13][CH2:12][C:11]=3[N:21]=2)=[CH:4][CH:3]=1.[NH:22]1[CH2:27][CH2:26][O:25][CH2:24][CH2:23]1. (4) Given the product [ClH:28].[C:1]([C:5]1[C:6]([Cl:29])=[C:7]([C:11]2[NH:15][C:14]3[C:16]([Cl:28])=[CH:17][C:18]([C:20]4[C:21]([F:27])=[CH:22][CH:23]=[CH:24][C:25]=4[F:26])=[CH:19][C:13]=3[N:12]=2)[N:8]([CH3:10])[N:9]=1)([CH3:4])([CH3:2])[CH3:3], predict the reactants needed to synthesize it. The reactants are: [C:1]([C:5]1[C:6]([Cl:29])=[C:7]([C:11]2[NH:15][C:14]3[C:16]([Cl:28])=[CH:17][C:18]([C:20]4[C:25]([F:26])=[CH:24][CH:23]=[CH:22][C:21]=4[F:27])=[CH:19][C:13]=3[N:12]=2)[N:8]([CH3:10])[N:9]=1)([CH3:4])([CH3:3])[CH3:2].Cl.CCOCC. (5) The reactants are: [F:1][C:2]([F:18])([F:17])[C:3]1[N:8]=[CH:7][C:6]([C:9]2[N:14]=[CH:13][N:12]=[C:11]([C:15]#[N:16])[CH:10]=2)=[CH:5][N:4]=1.Cl. Given the product [F:18][C:2]([F:1])([F:17])[C:3]1[N:8]=[CH:7][C:6]([C:9]2[CH:10]=[C:11]([CH2:15][NH2:16])[N:12]=[CH:13][N:14]=2)=[CH:5][N:4]=1, predict the reactants needed to synthesize it. (6) The reactants are: Cl[C:2]1[N:3]=[C:4]([N:22]2[CH2:27][CH2:26][O:25][CH2:24][CH2:23]2)[C:5]2[S:10][C:9]([CH2:11][N:12]3[CH2:17][CH2:16][N:15]([S:18]([CH3:21])(=[O:20])=[O:19])[CH2:14][CH2:13]3)=[CH:8][C:6]=2[N:7]=1.[CH3:28][C:29]1[C:34](B2OC(C)(C)C(C)(C)O2)=[CH:33][N:32]=[C:31]([NH2:44])[N:30]=1. Given the product [CH3:28][C:29]1[C:34]([C:2]2[N:3]=[C:4]([N:22]3[CH2:27][CH2:26][O:25][CH2:24][CH2:23]3)[C:5]3[S:10][C:9]([CH2:11][N:12]4[CH2:17][CH2:16][N:15]([S:18]([CH3:21])(=[O:20])=[O:19])[CH2:14][CH2:13]4)=[CH:8][C:6]=3[N:7]=2)=[CH:33][N:32]=[C:31]([NH2:44])[N:30]=1, predict the reactants needed to synthesize it. (7) The reactants are: Br[C:2]1[C:11]2[C:6](=[CH:7][CH:8]=[C:9]([OH:12])[CH:10]=2)[N:5]=[C:4]2[C:13]3[C:18]([O:19][CH2:20][C:3]=12)=[CH:17][C:16]([OH:21])=[CH:15][CH:14]=3.[C:22]([C:24]1[CH:29]=[CH:28][C:27](B(O)O)=[CH:26][CH:25]=1)#[N:23]. Given the product [C:22]([C:24]1[CH:29]=[CH:28][C:27]([C:2]2[C:11]3[C:6](=[CH:7][CH:8]=[C:9]([OH:12])[CH:10]=3)[N:5]=[C:4]3[C:13]4[C:18]([O:19][CH2:20][C:3]=23)=[CH:17][C:16]([OH:21])=[CH:15][CH:14]=4)=[CH:26][CH:25]=1)#[N:23], predict the reactants needed to synthesize it.